From a dataset of Kir2.1 potassium channel HTS with 301,493 compounds. Binary Classification. Given a drug SMILES string, predict its activity (active/inactive) in a high-throughput screening assay against a specified biological target. (1) The molecule is s1c(c(nc1NC(=O)CSc1ncccn1)C)C(OCC)=O. The result is 0 (inactive). (2) The compound is S(c1n(c(nn1)c1ccncc1)c1ccc(F)cc1)CC(=O)NC(=O)NCc1occc1. The result is 0 (inactive). (3) The compound is o1c2c(nc1C)ccc(NC(=O)NC)c2. The result is 0 (inactive). (4) The drug is O=C1N(CCC(=O)Nc2cc(ccc2)C)C(=O)c2c1cccc2. The result is 0 (inactive). (5) The compound is Clc1ccc(NC(=O)c2cc3[nH]c(=O)c(=O)[nH]c3cc2)nc1. The result is 0 (inactive). (6) The compound is O(CC(=O)N1CCCc2c1cccc2)c1c(OCC)cccc1. The result is 1 (active).